This data is from Full USPTO retrosynthesis dataset with 1.9M reactions from patents (1976-2016). The task is: Predict the reactants needed to synthesize the given product. Given the product [Cl:1][C:2]1[CH:7]=[C:6]([Cl:8])[CH:5]=[CH:4][C:3]=1[C:9]1[N:10]=[C:11]([CH2:31][CH3:32])[C:12]([NH:17][C@H:18]2[C@@H:22]([O:23][CH2:24][CH3:25])[CH2:21][N:20]([C:26]3[CH:39]=[CH:38][N:37]=[CH:36][CH:35]=3)[CH2:19]2)=[N:13][C:14]=1[CH2:15][CH3:16], predict the reactants needed to synthesize it. The reactants are: [Cl:1][C:2]1[CH:7]=[C:6]([Cl:8])[CH:5]=[CH:4][C:3]=1[C:9]1[N:10]=[C:11]([CH2:31][CH3:32])[C:12]([NH:17][C@H:18]2[C@@H:22]([O:23][CH2:24][CH3:25])[CH2:21][N:20]([C:26]3SC=CN=3)[CH2:19]2)=[N:13][C:14]=1[CH2:15][CH3:16].BrC1[CH:39]=[CH:38][N:37]=[CH:36][CH:35]=1.